This data is from Peptide-MHC class I binding affinity with 185,985 pairs from IEDB/IMGT. The task is: Regression. Given a peptide amino acid sequence and an MHC pseudo amino acid sequence, predict their binding affinity value. This is MHC class I binding data. (1) The peptide sequence is IVPEFAKQYV. The MHC is HLA-A02:02 with pseudo-sequence HLA-A02:02. The binding affinity (normalized) is 0.784. (2) The peptide sequence is LPKLVVGEK. The MHC is HLA-B07:02 with pseudo-sequence HLA-B07:02. The binding affinity (normalized) is 0.